Task: Predict the reactants needed to synthesize the given product.. Dataset: Full USPTO retrosynthesis dataset with 1.9M reactions from patents (1976-2016) (1) Given the product [CH3:1][C:2]1([CH3:21])[CH:6]([C:7]2[CH:8]=[CH:9][CH:10]=[CH:11][CH:12]=2)[C:5]2[C:13]([CH3:20])=[C:14]([N:19]3[CH2:20][C:13]4[CH:14]=[C:15]5[O:23][CH2:22][O:25][C:16]5=[CH:4][C:5]=4[CH2:6]3)[C:15]([CH3:18])=[C:16]([CH3:17])[C:4]=2[O:3]1, predict the reactants needed to synthesize it. The reactants are: [CH3:1][C:2]1([CH3:21])[CH:6]([C:7]2[CH:12]=[CH:11][CH:10]=[CH:9][CH:8]=2)[C:5]2[C:13]([CH3:20])=[C:14]([NH2:19])[C:15]([CH3:18])=[C:16]([CH3:17])[C:4]=2[O:3]1.[C:22](=[O:25])([O-])[O-:23].[Na+].[Na+]. (2) Given the product [C:38]([C:42]1[CH:43]=[CH:44][C:45]([CH2:48][N:14]2[CH2:15][CH2:16][CH2:17]/[C:12](=[CH:11]\[C:10]3[CH:19]=[CH:20][C:21]([N:22]4[CH:26]=[C:25]([CH3:27])[N:24]=[CH:23]4)=[C:8]([O:7][CH3:6])[CH:9]=3)/[C:13]2=[O:18])=[CH:46][CH:47]=1)([CH3:41])([CH3:39])[CH3:40], predict the reactants needed to synthesize it. The reactants are: CN(C=O)C.[CH3:6][O:7][C:8]1[CH:9]=[C:10]([CH:19]=[CH:20][C:21]=1[N:22]1[CH:26]=[C:25]([CH3:27])[N:24]=[CH:23]1)/[CH:11]=[C:12]1/[C:13](=[O:18])[NH:14][CH2:15][CH2:16][CH2:17]/1.C[Si]([N-][Si](C)(C)C)(C)C.[Li+].[C:38]([C:42]1[CH:47]=[CH:46][C:45]([CH2:48]Cl)=[CH:44][CH:43]=1)([CH3:41])([CH3:40])[CH3:39]. (3) Given the product [Cl:1][C:2]1[CH:3]=[C:4]([NH:8][C:9]2[N:14]=[C:13]([C:15]3[CH:20]=[CH:19][N:18]=[C:17]([NH:27][CH:25]([CH3:26])[CH2:24][O:23][CH3:22])[CH:16]=3)[N:12]=[CH:11][N:10]=2)[CH:5]=[CH:6][CH:7]=1, predict the reactants needed to synthesize it. The reactants are: [Cl:1][C:2]1[CH:3]=[C:4]([NH:8][C:9]2[N:14]=[C:13]([C:15]3[CH:20]=[CH:19][N:18]=[C:17](Cl)[CH:16]=3)[N:12]=[CH:11][N:10]=2)[CH:5]=[CH:6][CH:7]=1.[CH3:22][O:23][CH2:24][CH:25]([NH2:27])[CH3:26].C1(P(C2C=CC=CC=2)C2C=CC3C(=CC=CC=3)C=2C2C3C(=CC=CC=3)C=CC=2P(C2C=CC=CC=2)C2C=CC=CC=2)C=CC=CC=1.CC(C)([O-])C.[Na+]. (4) Given the product [F:29][C:13]1[CH:14]=[C:15]2[C:10](=[CH:11][CH:12]=1)[CH:9]=[C:8]([CH2:7][C:6]([OH:30])=[O:5])[C:17]([CH3:18])=[C:16]2[C:19]1[CH:24]=[CH:23][C:22]([S:25]([CH3:28])(=[O:26])=[O:27])=[CH:21][N:20]=1, predict the reactants needed to synthesize it. The reactants are: O.[OH-].[Li+].C[O:5][C:6](=[O:30])[CH2:7][C:8]1[C:17]([CH3:18])=[C:16]([C:19]2[CH:24]=[CH:23][C:22]([S:25]([CH3:28])(=[O:27])=[O:26])=[CH:21][N:20]=2)[C:15]2[C:10](=[CH:11][CH:12]=[C:13]([F:29])[CH:14]=2)[CH:9]=1.